Dataset: Catalyst prediction with 721,799 reactions and 888 catalyst types from USPTO. Task: Predict which catalyst facilitates the given reaction. (1) Reactant: CS([O:5][C@H:6]1[CH2:11][CH2:10][C@@H:9]([CH3:12])[N:8]([C:13](=[O:25])[C:14]2[CH:19]=[CH:18][CH:17]=[CH:16][C:15]=2[N:20]2[N:24]=[CH:23][CH:22]=[N:21]2)[CH2:7]1)(=O)=O.[CH:26]([O:29][C:30]1[CH:35]=[CH:34][N:33]=[C:32](O)[CH:31]=1)([CH3:28])[CH3:27].C(=O)([O-])[O-].[Cs+].[Cs+]. Product: [CH3:27][CH:26]([O:29][C:30]1[CH:35]=[CH:34][N:33]=[C:32]([O:5][C@@H:6]2[CH2:11][CH2:10][C@@H:9]([CH3:12])[N:8]([C:13]([C:14]3[CH:19]=[CH:18][CH:17]=[CH:16][C:15]=3[N:20]3[N:24]=[CH:23][CH:22]=[N:21]3)=[O:25])[CH2:7]2)[CH:31]=1)[CH3:28]. The catalyst class is: 3. (2) Reactant: [C:1]1([CH2:7][N:8]2[CH2:13][CH2:12][CH:11]([NH:14]C(=O)OC(C)(C)C)[CH2:10][CH2:9]2)[CH2:6][CH2:5][CH2:4][CH2:3][CH:2]=1.Cl.[OH-].[Na+]. Product: [C:1]1([CH2:7][N:8]2[CH2:13][CH2:12][CH:11]([NH2:14])[CH2:10][CH2:9]2)[CH2:6][CH2:5][CH2:4][CH2:3][CH:2]=1. The catalyst class is: 5. (3) Reactant: S(=O)(=O)(O)O.[CH2:6]([C:8]1[CH:13]=[C:12]([C:14]([OH:16])=[O:15])[CH:11]=[CH:10][N:9]=1)[CH3:7].[CH2:17](O)[CH3:18]. Product: [CH2:6]([C:8]1[CH:13]=[C:12]([C:14]([O:16][CH2:17][CH3:18])=[O:15])[CH:11]=[CH:10][N:9]=1)[CH3:7]. The catalyst class is: 6. (4) Reactant: [Cl:1][CH2:2][CH2:3][CH2:4][C:5](Cl)=[O:6].N1C=CC=CC=1.[C:14]([OH:18])([CH3:17])([CH3:16])[CH3:15]. Product: [Cl:1][CH2:2][CH2:3][CH2:4][C:5]([O:18][C:14]([CH3:17])([CH3:16])[CH3:15])=[O:6]. The catalyst class is: 277. (5) Reactant: [C:1]([C:4]1[CH:5]=[C:6](B(O)O)[CH:7]=[CH:8][CH:9]=1)([OH:3])=[O:2].Br[C:14]1[CH:15]=[C:16]2[CH:22]=[C:21]([C:23]3[CH:28]=[CH:27][C:26]([F:29])=[CH:25][CH:24]=3)[O:20][C:17]2=[N:18][CH:19]=1.C([O-])([O-])=O.[Cs+].[Cs+]. Product: [F:29][C:26]1[CH:25]=[CH:24][C:23]([C:21]2[O:20][C:17]3=[N:18][CH:19]=[C:14]([C:6]4[CH:5]=[C:4]([CH:9]=[CH:8][CH:7]=4)[C:1]([OH:3])=[O:2])[CH:15]=[C:16]3[CH:22]=2)=[CH:28][CH:27]=1. The catalyst class is: 70. (6) Reactant: CCCCC(F)(F)C(O)CC[C@@H]1[C@@H](CCCCCCC(O)=O)C(=O)C[C@H]1O.C1CC[CH:31]([NH:34]C2CCCCC2)CC1.[C:41]([O:45][C:46]([N:48]([C@H:50]([CH2:54][C:55]1[CH:60]=[CH:59][C:58]([F:61])=[CH:57][CH:56]=1)[C:51](O)=[O:52])[CH3:49])=[O:47])([CH3:44])([CH3:43])[CH3:42].ON1C2C=CC=CC=2N=N1.Cl.CN(C)CCCN=C=NCC.CN.C(N(C(C)C)CC)(C)C. Product: [C:41]([O:45][C:46](=[O:47])[N:48]([C@@H:50]([C:51](=[O:52])[NH:34][CH3:31])[CH2:54][C:55]1[CH:60]=[CH:59][C:58]([F:61])=[CH:57][CH:56]=1)[CH3:49])([CH3:44])([CH3:43])[CH3:42]. The catalyst class is: 2.